This data is from Full USPTO retrosynthesis dataset with 1.9M reactions from patents (1976-2016). The task is: Predict the reactants needed to synthesize the given product. (1) Given the product [F:1][C:2]1[CH:18]=[CH:17][CH:16]=[CH:15][C:3]=1[CH2:4][N:5]1[C:9]2=[N:10][CH:11]=[CH:12][CH:13]=[C:8]2[C:7]([C:46]2[N:51]=[C:50]([NH2:52])[C:49]([N+:53]([O-:55])=[O:54])=[C:48]([CH3:56])[N:47]=2)=[N:6]1, predict the reactants needed to synthesize it. The reactants are: [F:1][C:2]1[CH:18]=[CH:17][CH:16]=[CH:15][C:3]=1[CH2:4][N:5]1[C:9]2=[N:10][CH:11]=[CH:12][CH:13]=[C:8]2[C:7](I)=[N:6]1.CCCC[Sn](CCCC)CCCC.CCCC[Sn](CCCC)CCCC.Cl[C:46]1[N:51]=[C:50]([NH2:52])[C:49]([N+:53]([O-:55])=[O:54])=[C:48]([CH3:56])[N:47]=1. (2) The reactants are: [Si](=O)=O.[F-:4].[K+].[F:6][C:7]([F:21])([C:11]([F:20])(F)[C:12]([F:18])(F)[C:13]([F:16])([F:15])[F:14])C(O)=O. Given the product [F:4][C:7]([F:6])([F:21])[C:11]([F:20])=[C:12]([F:18])[C:13]([F:14])([F:15])[F:16], predict the reactants needed to synthesize it. (3) Given the product [C:40]([O:20][CH2:19][C@H:17]1[O:16][N:15]=[C:14]([C:11]2[CH:12]=[CH:13][C:8]([C:7]3[CH:6]=[CH:5][C:4]([N:21]4[CH2:25][C@H:24]([CH2:26][N:27]5[CH:31]=[CH:30][N:29]=[N:28]5)[O:23][C:22]4=[O:32])=[CH:3][C:2]=3[F:1])=[CH:9][N:10]=2)[CH2:18]1)(=[O:41])[CH3:39], predict the reactants needed to synthesize it. The reactants are: [F:1][C:2]1[CH:3]=[C:4]([N:21]2[CH2:25][C@H:24]([CH2:26][N:27]3[CH:31]=[CH:30][N:29]=[N:28]3)[O:23][C:22]2=[O:32])[CH:5]=[CH:6][C:7]=1[C:8]1[CH:9]=[N:10][C:11]([C:14]2[CH2:18][C@@H:17]([CH2:19][OH:20])[O:16][N:15]=2)=[CH:12][CH:13]=1.N1C=CC=CC=1.[CH3:39][C:40](OC1C(=O)OC(=O)C1OC(C)=O)=[O:41].